Binary Classification. Given a miRNA mature sequence and a target amino acid sequence, predict their likelihood of interaction. From a dataset of Experimentally validated miRNA-target interactions with 360,000+ pairs, plus equal number of negative samples. (1) The miRNA is hsa-miR-6855-5p with sequence UUGGGGUUUGGGGUGCAGACAUUGC. The protein sequence of the target gene is MAALGGDGLRLLSVSRPERQPESAALSGPGSGLCCWVSVFSCFSLACSYVGSLYVWKSELPRDHPAVIKRRSTSVLVVSSLSPLCVLLWRELTGIQPGTSLLTLMGFRLEGIFPAALLPLLLTMILFLGPLMQLSMDCPCDLTDGLKVVLAPRSWARCLTDMRWLRNQVIAPLTEELVFRACMLPMLAPCTGLGPAVFTCPLFFGVAHFHHIIEQLRFRQSSVGSIFVSAAFQFSYTAVFGAYTAFLFIRTGHLIGPVLCHSFCNYMGFPAVCAALEHPQKWPLLAGYALGVGLFLLLLQ.... Result: 0 (no interaction). (2) The miRNA is hsa-let-7a-5p with sequence UGAGGUAGUAGGUUGUAUAGUU. The protein sequence of the target gene is MSTGFSFGSGTLGSTTVAAGGTSTGGVFSFGTGASSNPSVGLNFGNLGSTSTPATTSAPSSGFGTGLFGSKPATGFTLGGTNTGIATTITTGLTLGTPATTSAATTGFSLGFNKPAASATPFALPITSTSASGLTLSSALTSTPAASTGFTLNNLGGTTATTTTASTGLSLGGALAGLGGSLFQSTNTGTSGLGQNALGLTLGTTAATSTAGNEGLGGIDFSSSSDKKSDKTGTRPEDSKALKDENLPPVICQDVENLQKFVKEQKQVQEEISRMSSKAMLKVQEDIKALKQLLSLAANG.... Result: 1 (interaction). (3) The miRNA is hsa-miR-4721 with sequence UGAGGGCUCCAGGUGACGGUGG. The protein sequence of the target gene is MPEPSKSAPAPKKGSKKAITKAQKKDGKKRKRSRKESYSIYVYKVLKQVHPDTGISSKAMGIMNSFVNDIFERIAGEASRLAHYNKRSTITSREIQTAVRLLLPGELAKHAVSEGTKAVTKYTSSK. Result: 0 (no interaction). (4) The miRNA is hsa-miR-6841-5p with sequence UAGGGUACUCAGAGCAAGUUGU. The protein sequence of the target gene is MGTRASSITALASCSRTAGQVGATMVAGSLLLLGFLSTITAQPEQKTLSLPGTYRHVDRTTGQVLTCDKCPAGTYVSEHCTNMSLRVCSSCPAGTFTRHENGIERCHDCSQPCPWPMIERLPCAALTDRECICPPGMYQSNGTCAPHTVCPVGWGVRKKGTENEDVRCKQCARGTFSDVPSSVMKCKAHTDCLGQNLEVVKPGTKETDNVCGMRLFFSSTNPPSSGTVTFSHPEHMESHDVPSSTYEPQGMNSTDSNSTASVRTKVPSGIEEGTVPDNTSSTSGKEGTNRTLPNPPQVTH.... Result: 0 (no interaction).